From a dataset of Catalyst prediction with 721,799 reactions and 888 catalyst types from USPTO. Predict which catalyst facilitates the given reaction. (1) Reactant: [NH2:1][C:2]1[CH:7]=[C:6]([O:8][C:9]2[C:14]([F:15])=[CH:13][C:12]([NH:16][C:17]([C:19]3([C:22]([NH:24][C:25]4[CH:30]=[CH:29][C:28]([F:31])=[CH:27][CH:26]=4)=[O:23])[CH2:21][CH2:20]3)=[O:18])=[C:11]([F:32])[CH:10]=2)[CH:5]=[CH:4][N:3]=1.[CH2:33]([N:35]([CH2:38][CH3:39])[CH2:36][CH3:37])C.Cl[C:41](OC1C=CC=CC=1)=[O:42].C(=O)([O-])[OH:51].[Na+]. Product: [F:32][C:11]1[CH:10]=[C:9]([O:8][C:6]2[CH:5]=[CH:4][N:3]=[C:2]([NH:1][C:33]([N:35]3[CH2:38][CH2:39][CH:41]([OH:42])[CH2:37][CH2:36]3)=[O:51])[CH:7]=2)[C:14]([F:15])=[CH:13][C:12]=1[NH:16][C:17]([C:19]1([C:22]([NH:24][C:25]2[CH:26]=[CH:27][C:28]([F:31])=[CH:29][CH:30]=2)=[O:23])[CH2:21][CH2:20]1)=[O:18]. The catalyst class is: 54. (2) Reactant: [Cl:1][C:2]1[C:3]([N:8]2[C:12]([C:13]([O:15][CH2:16][CH3:17])=[O:14])=[CH:11][C:10](=[O:18])[NH:9]2)=[N:4][CH:5]=[CH:6][CH:7]=1.C(=O)([O-])[O-].[K+].[K+].FC(F)(F)S(O[CH2:31][C:32]([F:35])([F:34])[F:33])(=O)=O.O. Product: [Cl:1][C:2]1[C:3]([N:8]2[C:12]([C:13]([O:15][CH2:16][CH3:17])=[O:14])=[CH:11][C:10]([O:18][CH2:31][C:32]([F:35])([F:34])[F:33])=[N:9]2)=[N:4][CH:5]=[CH:6][CH:7]=1. The catalyst class is: 10. (3) Reactant: [C:1]([O:6][CH:7]([O:9][CH:10]1[CH2:15][CH2:14][CH2:13][CH2:12][CH2:11]1)[CH3:8])(=[O:5])[C:2]([CH3:4])=[CH2:3].[CH3:16][O:17][C:18]1[CH:25]=[CH:24][C:21]([CH:22]=[CH2:23])=[CH:20][CH:19]=1.C([C:30]([CH3:32])=[O:31])C(C)C.N([C:42](C)(CC)[C:43]([O-:45])=O)=NC(C)(CC)C([O-])=O. Product: [C:1]([O:6][CH:7]([O:9][CH:10]1[CH2:11][CH2:12][CH2:13][CH2:14][CH2:15]1)[CH3:8])(=[O:5])[C:2]([CH3:4])=[CH2:3].[CH3:16][O:17][C:18]1[CH:25]=[CH:24][C:21]([CH:22]=[CH2:23])=[CH:20][CH:19]=1.[CH3:7][O:6][CH2:1][CH2:2][O:45][CH2:43][CH2:42][O:31][CH2:30][CH3:32]. The catalyst class is: 194. (4) Reactant: [CH3:1][O:2][C:3]1([C:21]2[CH:26]=[CH:25][CH:24]=[CH:23][C:22]=2[CH3:27])[CH2:8][CH2:7][C:6]2[C:9]([C:18]([OH:20])=O)=[CH:10][C:11]3[N:12]([CH3:17])[C:13]([CH3:16])=[N:14][C:15]=3[C:5]=2[O:4]1.CN(C(O[N:36]1N=NC2C=[CH:40][CH:41]=[CH:42][C:37]1=2)=[N+](C)C)C.[B-](F)(F)(F)F.CCN(C(C)C)C(C)C.N1CCCC1.[Cl-].[NH4+]. Product: [CH3:1][O:2][C:3]1([C:21]2[CH:26]=[CH:25][CH:24]=[CH:23][C:22]=2[CH3:27])[CH2:8][CH2:7][C:6]2[C:9]([C:18]([N:36]3[CH2:37][CH2:42][CH2:41][CH2:40]3)=[O:20])=[CH:10][C:11]3[N:12]([CH3:17])[C:13]([CH3:16])=[N:14][C:15]=3[C:5]=2[O:4]1. The catalyst class is: 3. (5) Reactant: [NH:1]1[C:5]2[CH:6]=[CH:7][CH:8]=[CH:9][C:4]=2[N:3]=[C:2]1[CH2:10][N:11]([CH:21]1[C:30]2[N:29]=[CH:28][CH:27]=[CH:26][C:25]=2[CH2:24][CH2:23][CH2:22]1)[CH2:12][C:13]1[CH:18]=[CH:17][C:16]([CH2:19][NH2:20])=[CH:15][CH:14]=1.[CH:31](N(CC)C(C)C)([CH3:33])[CH3:32].C(Br)C=C. Product: [CH2:33]([NH:20][CH2:19][C:16]1[CH:15]=[CH:14][C:13]([CH2:12][N:11]([CH2:10][C:2]2[NH:3][C:4]3[CH:9]=[CH:8][CH:7]=[CH:6][C:5]=3[N:1]=2)[CH:21]2[C:30]3[N:29]=[CH:28][CH:27]=[CH:26][C:25]=3[CH2:24][CH2:23][CH2:22]2)=[CH:18][CH:17]=1)[CH:31]=[CH2:32]. The catalyst class is: 2. (6) Reactant: [CH2:1]([O:5][C:6]1[CH:12]=[CH:11][C:9]([NH2:10])=[CH:8][CH:7]=1)[CH2:2][CH2:3][CH3:4].[S-:13][C:14]#[N:15].[K+].BrBr.O. Product: [NH2:15][C:14]1[S:13][C:8]2[CH:7]=[C:6]([O:5][CH2:1][CH2:2][CH2:3][CH3:4])[CH:12]=[CH:11][C:9]=2[N:10]=1. The catalyst class is: 15. (7) Reactant: [CH3:1][O:2][C:3](=[O:8])[CH2:4][C:5](Cl)=[O:6].[N:9]1([C@H:15]2[CH2:18][C@H:17]([O:19][C:20]3[CH:25]=[CH:24][C:23]([C:26]4[S:27][C:28]5[CH2:29][NH:30][CH2:31][CH2:32][C:33]=5[N:34]=4)=[CH:22][CH:21]=3)[CH2:16]2)[CH2:14][CH2:13][CH2:12][CH2:11][CH2:10]1.C(N(CC)CC)C. Product: [O:6]=[C:5]([N:30]1[CH2:31][CH2:32][C:33]2[N:34]=[C:26]([C:23]3[CH:22]=[CH:21][C:20]([O:19][C@H:17]4[CH2:16][C@H:15]([N:9]5[CH2:14][CH2:13][CH2:12][CH2:11][CH2:10]5)[CH2:18]4)=[CH:25][CH:24]=3)[S:27][C:28]=2[CH2:29]1)[CH2:4][C:3]([O:2][CH3:1])=[O:8]. The catalyst class is: 4. (8) The catalyst class is: 4. Product: [OH:8][C:9]1[CH:10]=[C:11]([C:20](=[O:27])[C:21]2[CH:22]=[CH:23][N:24]=[CH:25][CH:26]=2)[CH:12]=[C:13]2[C:18]=1[N:17]=[CH:16][NH:15][C:14]2=[O:19]. Reactant: C([O:8][C:9]1[CH:10]=[C:11]([C:20](=[O:27])[C:21]2[CH:26]=[CH:25][N:24]=[CH:23][CH:22]=2)[CH:12]=[C:13]2[C:18]=1[N:17]=[CH:16][NH:15][C:14]2=[O:19])C1C=CC=CC=1.B(Br)(Br)Br. (9) Reactant: [CH3:1][C:2]1[CH:7]=[CH:6][C:5]([C:8]2[C:24]3[CH:25]=[CH:26][CH:27]=[CH:28][C:23]=3[O:22][C:10]3([CH2:15][CH2:14][N:13]([CH2:16][C:17]([O:19][CH2:20][CH3:21])=[O:18])[CH2:12][CH2:11]3)[CH:9]=2)=[CH:4][CH:3]=1. Product: [CH3:1][C:2]1[CH:7]=[CH:6][C:5]([CH:8]2[C:24]3[CH:25]=[CH:26][CH:27]=[CH:28][C:23]=3[O:22][C:10]3([CH2:15][CH2:14][N:13]([CH2:16][C:17]([O:19][CH2:20][CH3:21])=[O:18])[CH2:12][CH2:11]3)[CH2:9]2)=[CH:4][CH:3]=1. The catalyst class is: 29. (10) Reactant: [CH3:1][N:2]1[C:10]2[C:5](=[CH:6][CH:7]=[CH:8][CH:9]=2)[C:4]([C:11](Cl)=[O:12])=[CH:3]1.[NH2:14][C:15]1[C:16]([Cl:27])=[N:17][C:18]([CH2:21][C:22]([O:24][CH2:25][CH3:26])=[O:23])=[CH:19][CH:20]=1.C(N(CC)CC)C.O. Product: [Cl:27][C:16]1[C:15]([NH:14][C:11]([C:4]2[C:5]3[C:10](=[CH:9][CH:8]=[CH:7][CH:6]=3)[N:2]([CH3:1])[CH:3]=2)=[O:12])=[CH:20][CH:19]=[C:18]([CH2:21][C:22]([O:24][CH2:25][CH3:26])=[O:23])[N:17]=1. The catalyst class is: 2.